Task: Predict the product of the given reaction.. Dataset: Forward reaction prediction with 1.9M reactions from USPTO patents (1976-2016) (1) Given the reactants C[Al](C)C.[Si]([N:9]=[N+:10]=[N-:11])(C)(C)C.[C:12]([CH2:14][N:15]1[CH:20]2[CH2:21][CH2:22][CH:16]1[CH2:17][C:18](=[C:23]([C:35]1[CH:40]=[CH:39][CH:38]=[CH:37][CH:36]=1)[C:24]1[CH:34]=[CH:33][C:27]([C:28]([NH:30][CH2:31][CH3:32])=[O:29])=[CH:26][CH:25]=1)[CH2:19]2)#[N:13].Cl, predict the reaction product. The product is: [CH2:31]([NH:30][C:28](=[O:29])[C:27]1[CH:26]=[CH:25][C:24]([C:23]([C:35]2[CH:40]=[CH:39][CH:38]=[CH:37][CH:36]=2)=[C:18]2[CH2:19][CH:20]3[N:15]([CH2:14][C:12]4[NH:13][N:11]=[N:10][N:9]=4)[CH:16]([CH2:22][CH2:21]3)[CH2:17]2)=[CH:34][CH:33]=1)[CH3:32]. (2) Given the reactants [BH4-].[Na+].[C:3]([O:11][CH2:12][C@@:13]1([C:32]#[CH:33])[O:17][C@@H:16]([N:18]2[CH:26]=[C:24]([CH3:25])[C:22](=[O:23])[NH:21][C:19]2=[O:20])[CH2:15][C@H:14]1OS(C)(=O)=O)(=[O:10])[C:4]1[CH:9]=[CH:8][CH:7]=[CH:6][CH:5]=1.CCN(C(C)C)C(C)C.CC(OC(C)=O)=O, predict the reaction product. The product is: [C:3]([O:11][CH2:12][C@@:13]1([C:32]#[CH:33])[O:17][C@@H:16]([N:18]2[CH:26]=[C:24]([CH3:25])[C:22](=[O:23])[NH:21][C:19]2=[O:20])[CH:15]=[CH:14]1)(=[O:10])[C:4]1[CH:9]=[CH:8][CH:7]=[CH:6][CH:5]=1.